Dataset: CYP2C9 inhibition data for predicting drug metabolism from PubChem BioAssay. Task: Regression/Classification. Given a drug SMILES string, predict its absorption, distribution, metabolism, or excretion properties. Task type varies by dataset: regression for continuous measurements (e.g., permeability, clearance, half-life) or binary classification for categorical outcomes (e.g., BBB penetration, CYP inhibition). Dataset: cyp2c9_veith. (1) The drug is CN(C)Cc1ccccc1-c1nc(NC2CCNCC2)c2ccccc2n1. The result is 0 (non-inhibitor). (2) The compound is COc1ccc(NC(=O)CCCCC#Cc2ccccc2)cc1. The result is 1 (inhibitor).